This data is from Full USPTO retrosynthesis dataset with 1.9M reactions from patents (1976-2016). The task is: Predict the reactants needed to synthesize the given product. (1) Given the product [OH:1][C:2]([CH3:28])([CH3:29])[CH2:3][CH2:4][CH2:5][C@H:6]([C@@H:8]1[C@:16]2([CH3:17])[C@H:11](/[C:12](=[CH:18]/[CH:19]=[C:20]3/[CH2:21][C@@H:22]([O:27][CH2:32][CH2:31][C:30]#[N:33])[CH2:23][CH2:24][C:25]/3=[CH2:26])/[CH2:13][CH2:14][CH2:15]2)[CH2:10][CH2:9]1)[CH3:7], predict the reactants needed to synthesize it. The reactants are: [OH:1][C:2]([CH3:29])([CH3:28])[CH2:3][CH2:4][CH2:5][C@H:6]([C@@H:8]1[C@:16]2([CH3:17])[C@H:11](/[C:12](=[CH:18]/[CH:19]=[C:20]3/[CH2:21][C@@H:22]([OH:27])[CH2:23][CH2:24][C:25]/3=[CH2:26])/[CH2:13][CH2:14][CH2:15]2)[CH2:10][CH2:9]1)[CH3:7].[C:30](#[N:33])[CH:31]=[CH2:32]. (2) Given the product [CH2:1]([CH:3]1[C:8]([C:9]2[CH:24]=[CH:23][C:12]3[N:13]=[C:14]([C:16]4[CH:21]=[CH:20][C:19]([O:22][CH2:27][CH:28]([N:30]5[CH2:34][CH2:33][CH2:32][CH2:31]5)[CH3:29])=[CH:18][CH:17]=4)[O:15][C:11]=3[CH:10]=2)=[N:7][NH:6][C:5](=[O:25])[CH2:4]1)[CH3:2], predict the reactants needed to synthesize it. The reactants are: [CH2:1]([CH:3]1[C:8]([C:9]2[CH:24]=[CH:23][C:12]3[N:13]=[C:14]([C:16]4[CH:21]=[CH:20][C:19]([OH:22])=[CH:18][CH:17]=4)[O:15][C:11]=3[CH:10]=2)=[N:7][NH:6][C:5](=[O:25])[CH2:4]1)[CH3:2].Cl[CH2:27][CH:28]([N:30]1[CH2:34][CH2:33][CH2:32][CH2:31]1)[CH3:29].Cl.C(=O)([O-])[O-].[K+].[K+]. (3) The reactants are: [I:1][C:2]1[C:6]([CH3:7])=[CH:5][S:4][C:3]=1[C:8]([O:10]C)=[O:9].[OH-].[Na+].CO.Cl. Given the product [I:1][C:2]1[C:6]([CH3:7])=[CH:5][S:4][C:3]=1[C:8]([OH:10])=[O:9], predict the reactants needed to synthesize it.